Dataset: Catalyst prediction with 721,799 reactions and 888 catalyst types from USPTO. Task: Predict which catalyst facilitates the given reaction. Reactant: [C:1]([O:5][C:6]([NH:8][C@@H:9]1[CH2:17][C:16]2[C:11](=[CH:12][CH:13]=[CH:14][CH:15]=2)[C@H:10]1[CH:18]([CH2:25][CH2:26][O:27][CH3:28])[CH2:19]OS(C)(=O)=O)=[O:7])([CH3:4])([CH3:3])[CH3:2].[C-:29]#[N:30].[Na+].O. Product: [C:1]([O:5][C:6](=[O:7])[NH:8][C@@H:9]1[CH2:17][C:16]2[C:11](=[CH:12][CH:13]=[CH:14][CH:15]=2)[C@H:10]1[CH:18]([CH2:19][C:29]#[N:30])[CH2:25][CH2:26][O:27][CH3:28])([CH3:3])([CH3:2])[CH3:4]. The catalyst class is: 16.